This data is from Full USPTO retrosynthesis dataset with 1.9M reactions from patents (1976-2016). The task is: Predict the reactants needed to synthesize the given product. (1) Given the product [Br:1][C:2]1[CH:6]=[CH:5][S:4][C:3]=1[C:7]1[N:17]2[C:12]([CH:13]=[N:14][C:15]([NH:18][C:19]3[CH:24]=[C:23]([O:25][CH3:26])[C:22]([O:27][CH3:28])=[C:21]([O:29][CH3:30])[CH:20]=3)=[N:16]2)=[C:10]([CH3:11])[N:9]=1, predict the reactants needed to synthesize it. The reactants are: [Br:1][C:2]1[CH:6]=[CH:5][S:4][C:3]=1[C:7]([NH:9][CH:10]([C:12]1[N:17]=[N:16][C:15]([NH:18][C:19]2[CH:24]=[C:23]([O:25][CH3:26])[C:22]([O:27][CH3:28])=[C:21]([O:29][CH3:30])[CH:20]=2)=[N:14][CH:13]=1)[CH3:11])=O.N1C=NC=N1.P(Cl)(Cl)(Cl)=O. (2) Given the product [CH3:17][C:12]1([CH3:18])[C:13]([CH3:16])([CH3:15])[O:14][B:10]([C:8]2[NH:7][CH:6]=[C:5]([C:3]([O:2][CH3:1])=[O:4])[CH:9]=2)[O:11]1, predict the reactants needed to synthesize it. The reactants are: [CH3:1][O:2][C:3]([C:5]1[CH:9]=[CH:8][NH:7][CH:6]=1)=[O:4].[B:10]1([B:10]2[O:14][C:13]([CH3:16])([CH3:15])[C:12]([CH3:18])([CH3:17])[O:11]2)[O:14][C:13]([CH3:16])([CH3:15])[C:12]([CH3:18])([CH3:17])[O:11]1. (3) Given the product [OH:1][CH2:2][CH2:3][N:4]1[CH2:9][CH2:8][N:7]([C:10]2[CH:11]=[CH:12][C:13]([NH:16][C:17]3[N:18]=[CH:19][C:20]([CH2:23][CH2:24][C:25]4[CH:26]=[C:27]([CH:31]=[C:32]([O:34][CH3:35])[CH:33]=4)[C:28]([NH:38][O:37][CH3:36])=[O:30])=[CH:21][N:22]=3)=[CH:14][CH:15]=2)[CH2:6][CH2:5]1, predict the reactants needed to synthesize it. The reactants are: [OH:1][CH2:2][CH2:3][N:4]1[CH2:9][CH2:8][N:7]([C:10]2[CH:15]=[CH:14][C:13]([NH:16][C:17]3[N:22]=[CH:21][C:20]([CH2:23][CH2:24][C:25]4[CH:26]=[C:27]([CH:31]=[C:32]([O:34][CH3:35])[CH:33]=4)[C:28]([OH:30])=O)=[CH:19][N:18]=3)=[CH:12][CH:11]=2)[CH2:6][CH2:5]1.[CH3:36][O:37][NH2:38].CN(C(ON1N=NC2C=CC=NC1=2)=[N+](C)C)C.F[P-](F)(F)(F)(F)F.CCN(C(C)C)C(C)C. (4) Given the product [CH3:1][C:2]1[C:3]([NH:24][CH2:25][C:26](=[O:27])[N:37]2[CH2:38][CH2:43][CH2:42][CH2:41]2)=[CH:4][CH:5]=[CH:6][C:7]=1[CH2:8][N:9]1[CH:14]=[CH:13][C:12]([O:15][CH2:16][CH2:17][C:18]2[S:19][CH:20]=[CH:21][CH:22]=2)=[CH:11][C:10]1=[O:23], predict the reactants needed to synthesize it. The reactants are: [CH3:1][C:2]1[C:7]([CH2:8][N:9]2[CH:14]=[CH:13][C:12]([O:15][CH2:16][CH2:17][C:18]3[S:19][CH:20]=[CH:21][CH:22]=3)=[CH:11][C:10]2=[O:23])=[CH:6][CH:5]=[CH:4][C:3]=1[NH:24][CH2:25][C:26](O)=[O:27].CN(C(O[N:37]1N=NC2C=[CH:41][CH:42]=[CH:43][C:38]1=2)=[N+](C)C)C.[B-](F)(F)(F)F.N1CCCC1.C(N(CC)CC)C. (5) Given the product [O:15]=[C:13]1[N:12]([C:16]2[CH:17]=[C:18]3[C:22](=[CH:23][CH:24]=2)[N:21]([CH2:25][CH2:26][CH3:27])[C:20](=[O:28])[CH2:19]3)[CH2:11][C@H:10]([CH2:9][NH:8][C:1](=[O:3])[CH3:2])[O:14]1, predict the reactants needed to synthesize it. The reactants are: [C:1](OC(=O)C)(=[O:3])[CH3:2].[NH2:8][CH2:9][C@H:10]1[O:14][C:13](=[O:15])[N:12]([C:16]2[CH:17]=[C:18]3[C:22](=[CH:23][CH:24]=2)[N:21]([CH2:25][CH2:26][CH3:27])[C:20](=[O:28])[CH2:19]3)[CH2:11]1.C(N(CC)C(C)C)(C)C. (6) Given the product [F:1][C:2]1[CH:10]=[CH:9][C:5]([C:6]([NH:35][C:36]2[N:37]([CH3:42])[CH2:38][C:39](=[O:41])[N:40]=2)=[O:7])=[CH:4][C:3]=1[C:11]1[CH:12]=[C:13]([CH:21]([CH3:22])[CH3:23])[CH:14]=[C:15]2[C:20]=1[N:19]=[CH:18][CH:17]=[CH:16]2, predict the reactants needed to synthesize it. The reactants are: [F:1][C:2]1[CH:10]=[CH:9][C:5]([C:6](O)=[O:7])=[CH:4][C:3]=1[C:11]1[CH:12]=[C:13]([CH:21]([CH3:23])[CH3:22])[CH:14]=[C:15]2[C:20]=1[N:19]=[CH:18][CH:17]=[CH:16]2.CCN=C=NCCCN(C)C.[NH2:35][C:36]1[N:37]([CH3:42])[CH2:38][C:39](=[O:41])[N:40]=1.